From a dataset of Catalyst prediction with 721,799 reactions and 888 catalyst types from USPTO. Predict which catalyst facilitates the given reaction. (1) Reactant: [CH3:1][N:2]([CH3:35])[C:3](=[O:34])[C@H:4]([C:10]1[CH:15]=[CH:14][C:13]([O:16]CC2C=C(C3C=CC(C(F)(F)F)=CC=3)C=CC=2)=[CH:12][CH:11]=1)[CH2:5][C:6]([O:8][CH3:9])=[O:7]. Product: [CH3:35][N:2]([CH3:1])[C:3](=[O:34])[C@H:4]([C:10]1[CH:11]=[CH:12][C:13]([OH:16])=[CH:14][CH:15]=1)[CH2:5][C:6]([O:8][CH3:9])=[O:7]. The catalyst class is: 25. (2) Reactant: S(Cl)([Cl:3])=O.[F:5][CH:6]([F:16])[C:7]1[C:11]([C:12](O)=[O:13])=[CH:10][N:9]([CH3:15])[N:8]=1. Product: [F:5][CH:6]([F:16])[C:7]1[C:11]([C:12]([Cl:3])=[O:13])=[CH:10][N:9]([CH3:15])[N:8]=1. The catalyst class is: 159. (3) Reactant: CO.[C:3]1([C:9]2[C:18]3[C:13](=[CH:14][CH:15]=[CH:16][CH:17]=3)[CH2:12][CH2:11][N:10]=2)[CH:8]=[CH:7][CH:6]=[CH:5][CH:4]=1.[BH4-].[Na+]. Product: [C:3]1([CH:9]2[C:18]3[C:13](=[CH:14][CH:15]=[CH:16][CH:17]=3)[CH2:12][CH2:11][NH:10]2)[CH:4]=[CH:5][CH:6]=[CH:7][CH:8]=1. The catalyst class is: 6. (4) Reactant: [NH:1]1[CH2:5][CH2:4][CH2:3][C:2]1=[O:6].C[O-].[Na+].Br[C@H:11]([CH2:15][CH3:16])[C:12]([NH2:14])=[O:13]. Product: [CH3:16][CH2:15][C@H:11]([N:1]1[C:2](=[O:6])[CH2:3][CH2:4][CH2:5]1)[C:12]([NH2:14])=[O:13]. The catalyst class is: 224. (5) The catalyst class is: 2. Reactant: [CH3:1][S:2](Cl)(=[O:4])=[O:3].[OH:6][CH2:7][C@@H:8]1[CH2:16][CH2:15][CH:14]([C:17]2[O:18][C:19]([CH3:22])=[CH:20][CH:21]=2)[C:13]2[N:9]1[C:10]([C:31]1[CH:36]=[CH:35][CH:34]=[CH:33][CH:32]=1)=[C:11]1[C:26](=[O:27])[N:25]([CH3:28])[C:24](=[O:29])[N:23]([CH3:30])[C:12]1=2.C(N(CC)CC)C. Product: [CH3:1][S:2]([O:6][CH2:7][C@@H:8]1[CH2:16][CH2:15][CH:14]([C:17]2[O:18][C:19]([CH3:22])=[CH:20][CH:21]=2)[C:13]2[N:9]1[C:10]([C:31]1[CH:32]=[CH:33][CH:34]=[CH:35][CH:36]=1)=[C:11]1[C:26](=[O:27])[N:25]([CH3:28])[C:24](=[O:29])[N:23]([CH3:30])[C:12]1=2)(=[O:4])=[O:3]. (6) Reactant: [Cl:1][C:2]1[N:9]=[C:8]([C:10]([F:13])([F:12])[F:11])[CH:7]=[CH:6][C:3]=1[C:4]#N.CC(C[AlH]CC(C)C)C.C(O)(=[O:25])C. Product: [Cl:1][C:2]1[N:9]=[C:8]([C:10]([F:13])([F:12])[F:11])[CH:7]=[CH:6][C:3]=1[CH:4]=[O:25]. The catalyst class is: 11. (7) Reactant: [CH2:1]=[CH:2][C@@H:3]1[C@@H:8]2[CH2:9][C@H:10]([C@@H:11]([OH:22])[C:12]3[CH:13]=[CH:14][N:15]=[C:16]4[CH:21]=[CH:20][CH:19]=[CH:18][C:17]=34)[N:5]([CH2:6][CH2:7]2)[CH2:4]1.[Br:23][CH2:24][C:25]1[CH:30]=[CH:29][C:28]([C:31]([F:34])([F:33])[F:32])=[CH:27][C:26]=1[F:35]. Product: [Br-:23].[F:35][C:26]1[CH:27]=[C:28]([C:31]([F:32])([F:33])[F:34])[CH:29]=[CH:30][C:25]=1[CH2:24][N@@+:5]12[CH2:4][C@H:3]([CH:2]=[CH2:1])[C@@H:8]([CH2:7][CH2:6]1)[CH2:9][CH:10]2[C@@H:11]([OH:22])[C:12]1[C:17]2[C:16](=[CH:21][CH:20]=[CH:19][CH:18]=2)[N:15]=[CH:14][CH:13]=1. The catalyst class is: 11.